From a dataset of Forward reaction prediction with 1.9M reactions from USPTO patents (1976-2016). Predict the product of the given reaction. (1) Given the reactants C([Si](C)(C)[O:6][CH:7]([CH2:27][C:28]1[CH:33]=[CH:32][CH:31]=[CH:30][CH:29]=1)[CH2:8][CH2:9][CH:10]1[CH2:14][CH2:13][C:12](=[O:15])[N:11]1[CH2:16][CH2:17][CH2:18][C:19]1[CH:26]=[CH:25][C:22]([C:23]#[N:24])=[CH:21][CH:20]=1)(C)(C)C.CCCC[N+](CCCC)(CCCC)CCCC.[F-], predict the reaction product. The product is: [OH:6][CH:7]([CH2:27][C:28]1[CH:33]=[CH:32][CH:31]=[CH:30][CH:29]=1)[CH2:8][CH2:9][CH:10]1[CH2:14][CH2:13][C:12](=[O:15])[N:11]1[CH2:16][CH2:17][CH2:18][C:19]1[CH:20]=[CH:21][C:22]([C:23]#[N:24])=[CH:25][CH:26]=1. (2) Given the reactants [CH3:1][C:2]1[O:6][N:5]=[C:4]([C:7]2[O:11][N:10]=[C:9]([CH3:12])[N:8]=2)[C:3]=1[C:13]([O:15]C(C)(C)C)=[O:14].FC(F)(F)C(O)=O, predict the reaction product. The product is: [CH3:1][C:2]1[O:6][N:5]=[C:4]([C:7]2[O:11][N:10]=[C:9]([CH3:12])[N:8]=2)[C:3]=1[C:13]([OH:15])=[O:14]. (3) Given the reactants CS(O[CH:6]([CH3:29])[CH2:7][CH2:8][C@H:9]1[CH2:14][CH2:13][C@H:12]([N:15]2[CH:23]=[C:22]3[C:17]([CH:18]=[C:19]([O:24][CH2:25][CH:26]4[CH2:28][CH2:27]4)[CH:20]=[CH:21]3)=[N:16]2)[CH2:11][CH2:10]1)(=O)=O.[N-:30]=[N+:31]=[N-:32].[Na+], predict the reaction product. The product is: [N:30]([CH:6]([CH3:29])[CH2:7][CH2:8][C@H:9]1[CH2:14][CH2:13][C@H:12]([N:15]2[CH:23]=[C:22]3[C:17]([CH:18]=[C:19]([O:24][CH2:25][CH:26]4[CH2:28][CH2:27]4)[CH:20]=[CH:21]3)=[N:16]2)[CH2:11][CH2:10]1)=[N+:31]=[N-:32]. (4) Given the reactants [CH2:1]([O:8][C:9]1[C:10](=[O:16])[CH:11]=[C:12]([CH3:15])O[CH:14]=1)[C:2]1[CH:7]=[CH:6][CH:5]=[CH:4][CH:3]=1.[NH:17]1[C:21]2[CH:22]=[CH:23][CH:24]=[C:25]([NH2:26])[C:20]=2[N:19]=[CH:18]1, predict the reaction product. The product is: [NH:17]1[C:21]2[CH:22]=[CH:23][CH:24]=[C:25]([N:26]3[CH:14]=[C:9]([O:8][CH2:1][C:2]4[CH:3]=[CH:4][CH:5]=[CH:6][CH:7]=4)[C:10](=[O:16])[CH:11]=[C:12]3[CH3:15])[C:20]=2[N:19]=[CH:18]1. (5) Given the reactants [O:1]1[CH2:3][C@@H:2]1[CH2:4][O:5][C:6]1[CH:7]=[C:8]([C:12]2[C:20]3[C:15](=[N:16][CH:17]=[CH:18][CH:19]=3)[O:14][N:13]=2)[CH:9]=[CH:10][CH:11]=1, predict the reaction product. The product is: [CH2:12]([NH:13][CH2:3][C@@H:2]([OH:1])[CH2:4][O:5][C:6]1[CH:11]=[CH:10][CH:9]=[C:8]([C:12]2[C:20]3[C:15](=[N:16][CH:17]=[CH:18][CH:19]=3)[O:14][N:13]=2)[CH:7]=1)[C:8]1[CH:9]=[CH:10][CH:11]=[CH:6][CH:7]=1. (6) Given the reactants [CH3:1][N:2]1[C:6]([CH3:7])=[CH:5][C:4]([C:8]([OH:10])=O)=[N:3]1.O1CCCC1.C(Cl)(=O)C(Cl)=O.[NH2:22][C:23]1[CH:24]=[C:25]([CH:42]=[CH:43][C:44]=1[CH3:45])[O:26][C:27]1[CH:28]=[CH:29][C:30]2[N:31]([CH:33]=[C:34]([NH:36][C:37]([CH:39]3[CH2:41][CH2:40]3)=[O:38])[N:35]=2)[N:32]=1, predict the reaction product. The product is: [CH:39]1([C:37]([NH:36][C:34]2[N:35]=[C:30]3[CH:29]=[CH:28][C:27]([O:26][C:25]4[CH:42]=[CH:43][C:44]([CH3:45])=[C:23]([NH:22][C:8]([C:4]5[CH:5]=[C:6]([CH3:7])[N:2]([CH3:1])[N:3]=5)=[O:10])[CH:24]=4)=[N:32][N:31]3[CH:33]=2)=[O:38])[CH2:40][CH2:41]1.